This data is from Forward reaction prediction with 1.9M reactions from USPTO patents (1976-2016). The task is: Predict the product of the given reaction. (1) The product is: [C:6]1([CH:12]([Li:5])[C:13]2[CH:14]=[CH:15][CH:16]=[CH:17][CH:18]=2)[CH:11]=[CH:10][CH:9]=[CH:8][CH:7]=1. Given the reactants C([Li:5])CCC.[C:6]1([CH2:12][C:13]2[CH:18]=[CH:17][CH:16]=[CH:15][CH:14]=2)[CH:11]=[CH:10][CH:9]=[CH:8][CH:7]=1, predict the reaction product. (2) Given the reactants [N:1]1[CH:6]=[CH:5][N:4]=[CH:3][C:2]=1[C:7]#[N:8].CO.C[O-].[Na+].[Cl-:14].[NH4+:15], predict the reaction product. The product is: [ClH:14].[N:1]1[CH:6]=[CH:5][N:4]=[CH:3][C:2]=1[C:7]([NH2:15])=[NH:8]. (3) Given the reactants [CH2:1]([C:4]([O:11][C:12]([F:21])(CC=C)[CH2:13][C:14]([F:17])([F:16])[F:15])(F)CC(F)(F)F)[CH:2]=C.[SiH:22]([Cl:25])([Cl:24])[Cl:23], predict the reaction product. The product is: [F:21][CH:12]([O:11][CH2:4][CH2:1][CH2:2][Si:22]([Cl:25])([Cl:24])[Cl:23])[CH2:13][C:14]([F:17])([F:16])[F:15]. (4) Given the reactants [Si](O[CH2:9][C:10]1[CH:15]=[CH:14][C:13]([C:16]2[C:21]([C:22]([F:25])([F:24])[F:23])=[CH:20][C:19]([C:26]([F:29])([F:28])[F:27])=[CH:18][C:17]=2[C:30]([F:33])([F:32])[F:31])=[CH:12][N:11]=1)(C(C)(C)C)(C)C.Cl.C([O-])(O)=O.[Na+].O=S(Cl)[Cl:42], predict the reaction product. The product is: [Cl:42][CH2:9][C:10]1[CH:15]=[CH:14][C:13]([C:16]2[C:21]([C:22]([F:25])([F:24])[F:23])=[CH:20][C:19]([C:26]([F:29])([F:28])[F:27])=[CH:18][C:17]=2[C:30]([F:33])([F:32])[F:31])=[CH:12][N:11]=1. (5) Given the reactants Br[CH2:2][C:3]([O:5][CH3:6])=[O:4].[F:7][C:8]1[CH:13]=[CH:12][C:11]([C:14]2[N:15]=[C:16]([C:19]3[CH:24]=[CH:23][CH:22]=[CH:21][CH:20]=3)[NH:17][CH:18]=2)=[CH:10][C:9]=1[CH3:25].C(=O)([O-])[O-].[K+].[K+], predict the reaction product. The product is: [CH3:6][O:5][C:3](=[O:4])[CH2:2][N:17]1[CH:18]=[C:14]([C:11]2[CH:12]=[CH:13][C:8]([F:7])=[C:9]([CH3:25])[CH:10]=2)[N:15]=[C:16]1[C:19]1[CH:20]=[CH:21][CH:22]=[CH:23][CH:24]=1.